Dataset: Forward reaction prediction with 1.9M reactions from USPTO patents (1976-2016). Task: Predict the product of the given reaction. Given the reactants Br[C:2]1[CH:10]=[CH:9][C:8]([C:11]([NH2:13])=[O:12])=[C:7]2[C:3]=1[C:4]([CH3:15])=[C:5]([CH3:14])[NH:6]2.CC1(C)C(C)(C)OB([C:24]2[CH2:25][N:26]([C:30]([O:32][C:33]([CH3:36])([CH3:35])[CH3:34])=[O:31])[CH2:27][CH2:28][CH:29]=2)O1.O1CCOCC1.C([O-])([O-])=O.[Cs+].[Cs+], predict the reaction product. The product is: [C:11]([C:8]1[CH:9]=[CH:10][C:2]([C:24]2[CH2:25][N:26]([C:30]([O:32][C:33]([CH3:36])([CH3:35])[CH3:34])=[O:31])[CH2:27][CH2:28][CH:29]=2)=[C:3]2[C:7]=1[NH:6][C:5]([CH3:14])=[C:4]2[CH3:15])(=[O:12])[NH2:13].